From a dataset of HIV replication inhibition screening data with 41,000+ compounds from the AIDS Antiviral Screen. Binary Classification. Given a drug SMILES string, predict its activity (active/inactive) in a high-throughput screening assay against a specified biological target. The compound is O=C(C=Cc1cccs1)c1ccc(Cl)cc1. The result is 0 (inactive).